From a dataset of Forward reaction prediction with 1.9M reactions from USPTO patents (1976-2016). Predict the product of the given reaction. Given the reactants [Cl:1][C:2]1[CH:7]=[CH:6][C:5]([CH:8]([NH:13][C:14]([N:16]2[CH2:25][CH2:24][C:23]3[CH:22]=[N:21][C:20]([NH:26][CH:27]4[CH2:32][CH2:31][O:30][CH2:29][CH2:28]4)=[N:19][C:18]=3[CH2:17]2)=[O:15])[C:9]([O:11]C)=[O:10])=[CH:4][C:3]=1[F:33].C1COCC1.[OH-].[Na+].Cl, predict the reaction product. The product is: [Cl:1][C:2]1[CH:7]=[CH:6][C:5]([CH:8]([NH:13][C:14]([N:16]2[CH2:25][CH2:24][C:23]3[CH:22]=[N:21][C:20]([NH:26][CH:27]4[CH2:32][CH2:31][O:30][CH2:29][CH2:28]4)=[N:19][C:18]=3[CH2:17]2)=[O:15])[C:9]([OH:11])=[O:10])=[CH:4][C:3]=1[F:33].